Dataset: Full USPTO retrosynthesis dataset with 1.9M reactions from patents (1976-2016). Task: Predict the reactants needed to synthesize the given product. (1) Given the product [NH:11]=[C:10]1[C:9]([C:8]#[N:12])=[C:3]([CH3:4])[C:2]([CH3:7])([CH3:6])[O:1]1, predict the reactants needed to synthesize it. The reactants are: [OH:1][C:2]([CH3:7])([CH3:6])[C:3](=O)[CH3:4].[C:8](#[N:12])[CH2:9][C:10]#[N:11].[O-]CC.[Na+].[Na]. (2) Given the product [C:29]([O:1][CH2:2][C:3]1[CH:8]=[C:7]([O:9][CH3:10])[CH:6]=[C:5]([N:11]2[N:15]=[C:14]3[CH:16]=[CH:17][C:18]([CH3:20])=[CH:19][C:13]3=[N:12]2)[C:4]=1[OH:21])(=[O:33])[C:30]([CH3:32])=[CH2:31], predict the reactants needed to synthesize it. The reactants are: [OH:1][CH2:2][C:3]1[CH:8]=[C:7]([O:9][CH3:10])[CH:6]=[C:5]([N:11]2[N:15]=[C:14]3[CH:16]=[CH:17][C:18]([CH3:20])=[CH:19][C:13]3=[N:12]2)[C:4]=1[OH:21].C(N(CC)CC)C.[C:29](Cl)(=[O:33])[C:30]([CH3:32])=[CH2:31]. (3) Given the product [C:38]([O:37][C:36](=[O:42])[NH:35][CH2:34][CH2:33][O:32][C:31]1[CH:43]=[CH:44][C:28]([C:2]2[C:3]([Cl:19])=[CH:4][C:5]([NH:12][C:13]3[N:17]=[C:16]([NH2:18])[NH:15][N:14]=3)=[CH:6][C:7]=2[C:8]([F:11])([F:10])[F:9])=[CH:29][CH:30]=1)([CH3:41])([CH3:39])[CH3:40], predict the reactants needed to synthesize it. The reactants are: Br[C:2]1[C:7]([C:8]([F:11])([F:10])[F:9])=[CH:6][C:5]([NH:12][C:13]2[N:17]=[C:16]([NH2:18])[NH:15][N:14]=2)=[CH:4][C:3]=1[Cl:19].CC1(C)C(C)(C)OB([C:28]2[CH:44]=[CH:43][C:31]([O:32][CH2:33][CH2:34][NH:35][C:36](=[O:42])[O:37][C:38]([CH3:41])([CH3:40])[CH3:39])=[CH:30][CH:29]=2)O1.C([O-])([O-])=O.[K+].[K+].O1CCOCC1. (4) Given the product [C:1]([OH:14])(=[O:13])[CH2:2][CH2:3][CH2:4][CH2:5][CH2:6][CH2:7][CH2:8][CH:9]=[CH:10][CH2:11][CH3:12], predict the reactants needed to synthesize it. The reactants are: [C:1]([O:14]C)(=[O:13])[CH2:2][CH2:3][CH2:4][CH2:5][CH2:6][CH2:7][CH2:8][CH:9]=[CH:10][CH2:11][CH3:12].O.[OH-].[K+].II. (5) The reactants are: [O:1]=[C:2]1[N:8]([CH:9]2[CH2:14][CH2:13][N:12]([C:15]([O:17][C@@H:18]([C:30]([O:32]CC3C=CC=CC=3)=[O:31])[CH2:19][C:20]3[CH:25]=[CH:24][C:23]([CH2:26][CH3:27])=[C:22]([CH2:28][CH3:29])[CH:21]=3)=[O:16])[CH2:11][CH2:10]2)[CH2:7][CH2:6][C:5]2[CH:40]=[CH:41][CH:42]=[CH:43][C:4]=2[NH:3]1.[H][H]. Given the product [O:1]=[C:2]1[N:8]([CH:9]2[CH2:14][CH2:13][N:12]([C:15]([O:17][C@@H:18]([C:30]([OH:32])=[O:31])[CH2:19][C:20]3[CH:25]=[CH:24][C:23]([CH2:26][CH3:27])=[C:22]([CH2:28][CH3:29])[CH:21]=3)=[O:16])[CH2:11][CH2:10]2)[CH2:7][CH2:6][C:5]2[CH:40]=[CH:41][CH:42]=[CH:43][C:4]=2[NH:3]1, predict the reactants needed to synthesize it.